The task is: Predict the reaction yield, written as a fraction of the theoretical maximum amount of product (1.0 means a 100% yield; for example, 0.34 means a 34% yield).. This data is from Reaction yield outcomes from USPTO patents with 853,638 reactions. (1) The reactants are [NH2:1][C:2]1[N:7]=[CH:6][C:5]([O:8][C:9]2[CH:14]=[CH:13][N:12]=[C:11]([C:15]([NH2:17])=[O:16])[CH:10]=2)=[CH:4][CH:3]=1.[CH3:18][N:19]1[C:23]([CH3:24])=[C:22]([C:25](O)=[O:26])[C:21](=[O:28])[N:20]1[C:29]1[CH:34]=[CH:33][CH:32]=[CH:31][CH:30]=1.CCN=C=NCCCN(C)C.C1C=NC2N(O)N=NC=2C=1. The catalyst is C(Cl)Cl.O. The product is [CH3:18][N:19]1[C:23]([CH3:24])=[C:22]([C:25]([NH:1][C:2]2[N:7]=[CH:6][C:5]([O:8][C:9]3[CH:14]=[CH:13][N:12]=[C:11]([C:15]([NH2:17])=[O:16])[CH:10]=3)=[CH:4][CH:3]=2)=[O:26])[C:21](=[O:28])[N:20]1[C:29]1[CH:34]=[CH:33][CH:32]=[CH:31][CH:30]=1. The yield is 0.250. (2) The reactants are [F:1][C:2]1[CH:7]=[CH:6][C:5]([CH:8]2[C:16]3[C:11](=[CH:12][C:13]([CH2:17][OH:18])=[CH:14][CH:15]=3)[CH2:10][O:9]2)=[CH:4][CH:3]=1. The catalyst is C1(C)C=CC=CC=1.[O-2].[O-2].[Mn+4]. The product is [F:1][C:2]1[CH:7]=[CH:6][C:5]([CH:8]2[C:16]3[C:11](=[CH:12][C:13]([CH:17]=[O:18])=[CH:14][CH:15]=3)[CH2:10][O:9]2)=[CH:4][CH:3]=1. The yield is 0.880. (3) The catalyst is C(#N)C. The yield is 0.480. The reactants are C([O:4][C:5]([CH3:7])=[CH2:6])(=O)C.N(OC(CC)(C)C)=O.[Cl:16][C:17]1[CH:23]=[C:22]([Cl:24])[CH:21]=[C:20]([Cl:25])[C:18]=1N. The product is [Cl:16][C:17]1[CH:23]=[C:22]([Cl:24])[CH:21]=[C:20]([Cl:25])[C:18]=1[CH2:4][C:5](=[O:6])[CH3:7]. (4) The product is [Br:1][C:2]1[C:3]([F:12])=[C:4]2[C:10]([NH:11][C:17](=[O:18])[C:16]3[CH:20]=[CH:21][C:22]([F:23])=[C:14]([Cl:13])[CH:15]=3)=[CH:9][NH:8][C:5]2=[N:6][CH:7]=1. The catalyst is C(Cl)Cl.O. The yield is 0.710. The reactants are [Br:1][C:2]1[C:3]([F:12])=[C:4]2[C:10]([NH2:11])=[CH:9][NH:8][C:5]2=[N:6][CH:7]=1.[Cl:13][C:14]1[CH:15]=[C:16]([CH:20]=[CH:21][C:22]=1[F:23])[C:17](O)=[O:18].C1N(P(Cl)(N2C(=O)OCC2)=O)C(=O)OC1.C(N(CC)CC)C.[Li+].[OH-]. (5) The catalyst is O. The product is [Cl:20][C:15]1[CH:16]=[CH:17][CH:18]=[CH:19][C:14]=1[C:13]([NH:12][C:9]1[CH:10]=[CH:11][C:6]([SH:5])=[CH:7][CH:8]=1)=[O:21]. The reactants are ClC1C=CC=CC=1C(=O)[S:5][C:6]1[CH:11]=[CH:10][C:9]([NH:12][C:13](=[O:21])[C:14]2[CH:19]=[CH:18][CH:17]=[CH:16][C:15]=2[Cl:20])=[CH:8][CH:7]=1.CCOC(C)=O.[OH-].[Na+]. The yield is 0.870. (6) The yield is 0.948. The product is [Cl:1][C:2]1[N:7]=[C:6]([NH:9][NH2:10])[CH:5]=[CH:4][N:3]=1. The catalyst is CCO. The reactants are [Cl:1][C:2]1[N:7]=[C:6](Cl)[CH:5]=[CH:4][N:3]=1.[NH2:9][NH2:10].CO.C(Cl)Cl.